This data is from Catalyst prediction with 721,799 reactions and 888 catalyst types from USPTO. The task is: Predict which catalyst facilitates the given reaction. (1) Reactant: OC(C)(C)[C:3]#[C:4][C:5]1[CH:6]=[C:7]([CH:16]=[CH:17][CH:18]=1)[C:8]([C:10]1[CH:15]=[CH:14][CH:13]=[CH:12][CH:11]=1)=[O:9].[OH-].[Na+]. Product: [C:4]([C:5]1[CH:6]=[C:7]([CH:16]=[CH:17][CH:18]=1)[C:8]([C:10]1[CH:11]=[CH:12][CH:13]=[CH:14][CH:15]=1)=[O:9])#[CH:3]. The catalyst class is: 11. (2) Reactant: [C:1]1([S:7]([C:10]#[N:11])(=[O:9])=[O:8])[CH:6]=[CH:5][CH:4]=[CH:3][CH:2]=1.[C:12]1([CH3:18])[CH:17]=CC=[CH:14][CH:13]=1.B(O)(O)O. Product: [C:1]1([S:7]([C:10]2[CH:14]=[CH:13][C:12]([CH3:18])=[CH:17][N:11]=2)(=[O:8])=[O:9])[CH:2]=[CH:3][CH:4]=[CH:5][CH:6]=1. The catalyst class is: 51. (3) Reactant: C([O:3][C:4]([C:6]1[S:7][C:8]2[CH:20]=[CH:19][C:18]([NH:21][S:22]([C:25]3[CH:30]=[CH:29][C:28]([C:31]([CH3:34])([CH3:33])[CH3:32])=[CH:27][CH:26]=3)(=[O:24])=[O:23])=[CH:17][C:9]=2[C:10]=1[C:11]1[CH:16]=[CH:15][CH:14]=[CH:13][CH:12]=1)=[O:5])C.[OH-].[Na+]. Product: [C:31]([C:28]1[CH:27]=[CH:26][C:25]([S:22]([NH:21][C:18]2[CH:19]=[CH:20][C:8]3[S:7][C:6]([C:4]([OH:5])=[O:3])=[C:10]([C:11]4[CH:16]=[CH:15][CH:14]=[CH:13][CH:12]=4)[C:9]=3[CH:17]=2)(=[O:23])=[O:24])=[CH:30][CH:29]=1)([CH3:34])([CH3:32])[CH3:33]. The catalyst class is: 40. (4) Reactant: [CH:1]([NH:4][C:5]1[O:6][C:7]([C:10]2[CH:11]=[C:12]3[C:16](=[CH:17][CH:18]=2)[N:15](S(C2C=CC(C)=CC=2)(=O)=O)[CH:14]=[C:13]3B2OC(C)(C)C(C)(C)O2)=[N:8][N:9]=1)([CH3:3])[CH3:2].Br[C:39]1[S:40][C:41]([C:44]([NH:46][CH:47]2[CH2:49][CH2:48]2)=[O:45])=[CH:42][N:43]=1.ClC1SC(C(NC2CC2)=O)=CN=1.CC(C1C=C(C(C)C)C(C2C=CC=CC=2P(C2CCCCC2)C2CCCCC2)=C(C(C)C)C=1)C.P([O-])([O-])([O-])=O.[K+].[K+].[K+]. Product: [CH:47]1([NH:46][C:44]([C:41]2[S:40][C:39]([C:13]3[C:12]4[C:16](=[CH:17][CH:18]=[C:10]([C:7]5[O:6][C:5]([NH:4][CH:1]([CH3:2])[CH3:3])=[N:9][N:8]=5)[CH:11]=4)[NH:15][CH:14]=3)=[N:43][CH:42]=2)=[O:45])[CH2:48][CH2:49]1. The catalyst class is: 333. (5) Reactant: Br[C:2]1[C:3]([F:9])=[C:4]([CH:6]=[CH:7][CH:8]=1)[NH2:5].[Cl:10][C:11]1[C:12](B(O)O)=[N:13][CH:14]=[CH:15][CH:16]=1.C([O-])([O-])=O.[K+].[K+].O1CCOCC1. Product: [ClH:10].[Cl:10][C:11]1[C:12]([C:2]2[C:3]([F:9])=[C:4]([CH:6]=[CH:7][CH:8]=2)[NH2:5])=[N:13][CH:14]=[CH:15][CH:16]=1. The catalyst class is: 263. (6) Reactant: [Cl:1][C:2]1[CH:3]=[C:4]([NH:17][C:18]2[C:27]3[C:22](=[CH:23][CH:24]=[C:25]([C:28]4[O:29][C:30]([CH:33]=O)=[CH:31][CH:32]=4)[CH:26]=3)[N:21]=[CH:20][N:19]=2)[CH:5]=[CH:6][C:7]=1[O:8][CH2:9][C:10]1[CH:15]=[CH:14][CH:13]=[C:12]([F:16])[CH:11]=1.[Cl:35][C:36]1[CH:37]=[C:38]([CH:41]=[CH:42][CH:43]=1)[CH2:39][NH2:40].C(O[BH-](OC(=O)C)OC(=O)C)(=O)C.[Na+].C(=O)([O-])[O-].[Na+].[Na+]. Product: [Cl:1][C:2]1[CH:3]=[C:4]([NH:17][C:18]2[C:27]3[C:22](=[CH:23][CH:24]=[C:25]([C:28]4[O:29][C:30]([CH2:33][NH:40][CH2:39][C:38]5[CH:41]=[CH:42][CH:43]=[C:36]([Cl:35])[CH:37]=5)=[CH:31][CH:32]=4)[CH:26]=3)[N:21]=[CH:20][N:19]=2)[CH:5]=[CH:6][C:7]=1[O:8][CH2:9][C:10]1[CH:15]=[CH:14][CH:13]=[C:12]([F:16])[CH:11]=1. The catalyst class is: 7. (7) Reactant: [F:1][C:2]1[CH:3]=[C:4]([CH:7]=[CH:8][C:9]=1[C:10]([F:13])([F:12])[F:11])[CH2:5][NH2:6].C1(C)C=CC=CC=1.[CH2:21]1[CH2:27][S:24](=[O:26])(=[O:25])[O:23][CH2:22]1. Product: [F:1][C:2]1[CH:3]=[C:4]([CH:7]=[CH:8][C:9]=1[C:10]([F:11])([F:12])[F:13])[CH2:5][NH:6][CH2:22][CH2:21][CH2:27][S:24]([OH:26])(=[O:25])=[O:23]. The catalyst class is: 10.